Dataset: Full USPTO retrosynthesis dataset with 1.9M reactions from patents (1976-2016). Task: Predict the reactants needed to synthesize the given product. (1) The reactants are: [CH3:1][C:2]1([CH3:21])[O:6][CH:5]([CH2:7][O:8][C:9]2[C:18]([CH3:19])=[CH:17][C:12]([C:13]([NH:15][OH:16])=[NH:14])=[CH:11][C:10]=2[CH3:20])[CH2:4][O:3]1.[CH2:22](C1C=C(C=C(C)C=1O)C#N)C. Given the product [CH3:1][C:2]1([CH3:21])[O:6][C@@H:5]([CH2:7][O:8][C:9]2[C:10]([CH3:20])=[CH:11][C:12]([C:13]([NH:15][OH:16])=[NH:14])=[CH:17][C:18]=2[CH2:19][CH3:22])[CH2:4][O:3]1, predict the reactants needed to synthesize it. (2) Given the product [CH2:15]([O:14][C:3]1[C:2]([B:17]2[O:21][C:20]([CH3:23])([CH3:22])[C:19]([CH3:25])([CH3:24])[O:18]2)=[CH:7][C:6]([S:8]([CH3:11])(=[O:10])=[O:9])=[C:5]([CH2:12][CH3:13])[N:4]=1)[CH3:16], predict the reactants needed to synthesize it. The reactants are: Br[C:2]1[C:3]([O:14][CH2:15][CH3:16])=[N:4][C:5]([CH2:12][CH3:13])=[C:6]([S:8]([CH3:11])(=[O:10])=[O:9])[CH:7]=1.[B:17]1([B:17]2[O:21][C:20]([CH3:23])([CH3:22])[C:19]([CH3:25])([CH3:24])[O:18]2)[O:21][C:20]([CH3:23])([CH3:22])[C:19]([CH3:25])([CH3:24])[O:18]1.CC([O-])=O.[K+].O. (3) Given the product [C:21]([Si:24]([CH:2]1[CH:1]=[CH:6][CH2:5][CH:4]=[CH:3]1)([CH3:26])[CH3:25])([CH3:23])([CH3:22])[CH3:20], predict the reactants needed to synthesize it. The reactants are: [CH:1]1[CH2:6][CH2:5][CH:4]=[CH:3][CH:2]=1.[Li]C(CC)C.CN(CCN(C)C)C.[CH3:20][C:21]([Si:24](Cl)([CH3:26])[CH3:25])([CH3:23])[CH3:22]. (4) Given the product [C:1]([O:5][C:6]([N:8]1[CH:12]([C:13]2[CH:18]=[CH:17][C:16]([NH:29][C:27](=[O:28])[C:26]3[CH:30]=[CH:31][C:23]([Cl:22])=[CH:24][CH:25]=3)=[CH:15][CH:14]=2)[CH2:11][O:10][C:9]1([CH3:21])[CH3:20])=[O:7])([CH3:4])([CH3:3])[CH3:2], predict the reactants needed to synthesize it. The reactants are: [C:1]([O:5][C:6]([N:8]1[CH:12]([C:13]2[CH:18]=[CH:17][C:16](I)=[CH:15][CH:14]=2)[CH2:11][O:10][C:9]1([CH3:21])[CH3:20])=[O:7])([CH3:4])([CH3:3])[CH3:2].[Cl:22][C:23]1[CH:31]=[CH:30][C:26]([C:27]([NH2:29])=[O:28])=[CH:25][CH:24]=1.P([O-])([O-])([O-])=O.[K+].[K+].[K+]. (5) Given the product [Br:1][C:2]1[CH:15]=[CH:14][C:13]2[C:12]3[C:7](=[CH:8][C:9]([Br:16])=[CH:10][CH:11]=3)[CH:6]=[CH:5][C:4]=2[CH:3]=1, predict the reactants needed to synthesize it. The reactants are: [Br:1][CH:2]1[CH:15]=[CH:14][C:13]2[C:12]3[C:7](=[CH:8][C:9]([Br:16])=[CH:10][CH:11]=3)[CH:6]=[CH:5][C:4]=2[CH2:3]1.C1C(=O)N(Br)C(=O)C1. (6) The reactants are: Cl[C:2]1[C:3]2[C:10]3[CH2:11][CH2:12][CH:13]([N:15]([CH3:17])[CH3:16])[CH2:14][C:9]=3[S:8][C:4]=2[N:5]=[CH:6][N:7]=1.[CH3:18][O:19][C:20]1[CH:28]=[C:27]2[C:23]([CH:24]=[N:25][NH:26]2)=[CH:22][C:21]=1[NH2:29]. Given the product [CH3:18][O:19][C:20]1[CH:28]=[C:27]2[C:23]([CH:24]=[N:25][NH:26]2)=[CH:22][C:21]=1[NH:29][C:2]1[C:3]2[C:10]3[CH2:11][CH2:12][CH:13]([N:15]([CH3:17])[CH3:16])[CH2:14][C:9]=3[S:8][C:4]=2[N:5]=[CH:6][N:7]=1, predict the reactants needed to synthesize it.